Dataset: Forward reaction prediction with 1.9M reactions from USPTO patents (1976-2016). Task: Predict the product of the given reaction. (1) Given the reactants [CH:1]([O:4][C:5]1[CH:10]=[CH:9][C:8]([C:11]2[CH:16]=[CH:15][CH:14]=[C:13]([CH:17]3[CH2:26][C:25]([CH3:28])([CH3:27])[C:24]4[C:19](=[CH:20][CH:21]=[C:22]([C:29]([OH:31])=O)[CH:23]=4)[NH:18]3)[CH:12]=2)=[CH:7][CH:6]=1)([CH3:3])[CH3:2].Cl.CN(C)CCCN=C=NCC.[CH3:44][S:45]([NH2:48])(=[O:47])=[O:46], predict the reaction product. The product is: [CH:1]([O:4][C:5]1[CH:10]=[CH:9][C:8]([C:11]2[CH:16]=[CH:15][CH:14]=[C:13]([CH:17]3[CH2:26][C:25]([CH3:28])([CH3:27])[C:24]4[C:19](=[CH:20][CH:21]=[C:22]([C:29]([NH:48][S:45]([CH3:44])(=[O:47])=[O:46])=[O:31])[CH:23]=4)[NH:18]3)[CH:12]=2)=[CH:7][CH:6]=1)([CH3:2])[CH3:3]. (2) Given the reactants [CH3:1][C:2]1[S:3][C:4]([C:10]2[CH:15]=[CH:14][CH:13]=[CH:12][CH:11]=2)=[C:5]([C:7]([OH:9])=O)[N:6]=1.CCN(C(C)C)C(C)C.CN(C(ON1N=NC2C=CC=CC1=2)=[N+](C)C)C.[B-](F)(F)(F)F.[Br:47][C:48]1[C:49]([CH3:65])=[C:50]([CH3:64])[C:51]2[N:52]([CH:54]=[C:55]([CH2:57][C@@H:58]3[CH2:63][CH2:62][CH2:61][CH2:60][NH:59]3)[N:56]=2)[CH:53]=1, predict the reaction product. The product is: [Br:47][C:48]1[C:49]([CH3:65])=[C:50]([CH3:64])[C:51]2[N:52]([CH:54]=[C:55]([CH2:57][C@@H:58]3[CH2:63][CH2:62][CH2:61][CH2:60][N:59]3[C:7]([C:5]3[N:6]=[C:2]([CH3:1])[S:3][C:4]=3[C:10]3[CH:15]=[CH:14][CH:13]=[CH:12][CH:11]=3)=[O:9])[N:56]=2)[CH:53]=1.